From a dataset of Catalyst prediction with 721,799 reactions and 888 catalyst types from USPTO. Predict which catalyst facilitates the given reaction. (1) Reactant: [NH2:1][C:2]1[C:3]2[C:10]([C:11]3[S:15][C:14]([C:16](O)=[O:17])=[CH:13][CH:12]=3)=[CH:9][N:8]([C@H:19]3[C@@:23]([OH:25])([CH3:24])[CH:22]([OH:26])[CH:21]([CH2:27][OH:28])[O:20]3)[C:4]=2[N:5]=[CH:6][N:7]=1.C(Cl)CCl.C1C=CC2N(O)N=NC=2C=1.CCN(C(C)C)C(C)C.Cl.[CH3:53][C:54]([CH3:58])=[CH:55][CH2:56][NH2:57]. Product: [NH2:1][C:2]1[C:3]2[C:10]([C:11]3[S:15][C:14]([C:16]([NH:57][CH2:56][CH:55]=[C:54]([CH3:58])[CH3:53])=[O:17])=[CH:13][CH:12]=3)=[CH:9][N:8]([C@H:19]3[C@@:23]([OH:25])([CH3:24])[CH:22]([OH:26])[CH:21]([CH2:27][OH:28])[O:20]3)[C:4]=2[N:5]=[CH:6][N:7]=1. The catalyst class is: 3. (2) Reactant: Br[C:2]1[CH:3]=[N:4][N:5]([C:27]2[CH:34]=[CH:33][C:30]([C:31]#[N:32])=[CH:29][CH:28]=2)[C:6]=1[C:7]1[C:8](=[O:26])[N:9]([CH3:25])[C:10](=[O:24])[N:11]([C:14]2[CH:19]=[CH:18][CH:17]=[C:16]([C:20]([F:23])([F:22])[F:21])[CH:15]=2)[C:12]=1[CH3:13].C(N(CC)C(C)C)(C)C.O.[C:45]([O:48]CC)(=[O:47])C. Product: [C:31]([C:30]1[CH:33]=[CH:34][C:27]([N:5]2[C:6]([C:7]3[C:8](=[O:26])[N:9]([CH3:25])[C:10](=[O:24])[N:11]([C:14]4[CH:19]=[CH:18][CH:17]=[C:16]([C:20]([F:23])([F:22])[F:21])[CH:15]=4)[C:12]=3[CH3:13])=[C:2]([C:45]([OH:48])=[O:47])[CH:3]=[N:4]2)=[CH:28][CH:29]=1)#[N:32]. The catalyst class is: 77. (3) Reactant: C[Si](C)(C)[N:3]([C@H:8]([B:13]1[O:17][C@@H:16]2[CH2:18][C@@H:19]3[CH2:22][C@H:21]([C@:15]2([CH3:25])[O:14]1)[C:20]3([CH3:24])[CH3:23])[CH2:9][CH:10]([CH3:12])[CH3:11])[Si](C)(C)C.[ClH:28]. Product: [ClH:28].[CH3:25][C@:15]12[C@H:21]3[CH2:22][C@H:19]([C:20]3([CH3:23])[CH3:24])[CH2:18][C@H:16]1[O:17][B:13]([C@@H:8]([NH2:3])[CH2:9][CH:10]([CH3:12])[CH3:11])[O:14]2. The catalyst class is: 472.